This data is from NCI-60 drug combinations with 297,098 pairs across 59 cell lines. The task is: Regression. Given two drug SMILES strings and cell line genomic features, predict the synergy score measuring deviation from expected non-interaction effect. (1) Drug 1: CC1=C(C=C(C=C1)C(=O)NC2=CC(=CC(=C2)C(F)(F)F)N3C=C(N=C3)C)NC4=NC=CC(=N4)C5=CN=CC=C5. Synergy scores: CSS=0.146, Synergy_ZIP=3.02, Synergy_Bliss=6.01, Synergy_Loewe=0.190, Synergy_HSA=-0.196. Cell line: HOP-62. Drug 2: C1CNP(=O)(OC1)N(CCCl)CCCl. (2) Drug 1: C1=CC(=CC=C1CCC2=CNC3=C2C(=O)NC(=N3)N)C(=O)NC(CCC(=O)O)C(=O)O. Drug 2: CC1OCC2C(O1)C(C(C(O2)OC3C4COC(=O)C4C(C5=CC6=C(C=C35)OCO6)C7=CC(=C(C(=C7)OC)O)OC)O)O. Cell line: HCC-2998. Synergy scores: CSS=36.8, Synergy_ZIP=-3.64, Synergy_Bliss=-6.41, Synergy_Loewe=-0.972, Synergy_HSA=1.02. (3) Drug 1: CC1C(C(CC(O1)OC2CC(OC(C2O)C)OC3=CC4=CC5=C(C(=O)C(C(C5)C(C(=O)C(C(C)O)O)OC)OC6CC(C(C(O6)C)O)OC7CC(C(C(O7)C)O)OC8CC(C(C(O8)C)O)(C)O)C(=C4C(=C3C)O)O)O)O. Drug 2: CN(CCCl)CCCl.Cl. Cell line: M14. Synergy scores: CSS=23.4, Synergy_ZIP=4.53, Synergy_Bliss=9.49, Synergy_Loewe=-24.2, Synergy_HSA=-0.875. (4) Drug 1: C1CC(C1)(C(=O)O)C(=O)O.[NH2-].[NH2-].[Pt+2]. Drug 2: CC1C(C(CC(O1)OC2CC(CC3=C2C(=C4C(=C3O)C(=O)C5=CC=CC=C5C4=O)O)(C(=O)C)O)N)O. Cell line: HS 578T. Synergy scores: CSS=44.7, Synergy_ZIP=-2.19, Synergy_Bliss=-1.48, Synergy_Loewe=-31.5, Synergy_HSA=2.17. (5) Cell line: HCT116. Drug 2: CC1=C(C(CCC1)(C)C)C=CC(=CC=CC(=CC(=O)O)C)C. Drug 1: CN(C)C1=NC(=NC(=N1)N(C)C)N(C)C. Synergy scores: CSS=-2.99, Synergy_ZIP=-0.112, Synergy_Bliss=-4.70, Synergy_Loewe=-3.28, Synergy_HSA=-5.60.